Task: Predict the product of the given reaction.. Dataset: Forward reaction prediction with 1.9M reactions from USPTO patents (1976-2016) (1) The product is: [CH:34]1([NH:38][C:2]2[CH:3]=[C:4]([CH:25]=[CH:26][N:27]=2)[C:5]([NH:7][C:8]2[S:9][C:10]3[C:16]([N:17]4[CH2:22][CH2:21][O:20][CH2:19][CH2:18]4)=[CH:15][CH:14]=[C:13]([O:23][CH3:24])[C:11]=3[N:12]=2)=[O:6])[CH2:37][CH2:36][CH2:35]1. Given the reactants Br[C:2]1[CH:3]=[C:4]([CH:25]=[CH:26][N:27]=1)[C:5]([NH:7][C:8]1[S:9][C:10]2[C:16]([N:17]3[CH2:22][CH2:21][O:20][CH2:19][CH2:18]3)=[CH:15][CH:14]=[C:13]([O:23][CH3:24])[C:11]=2[N:12]=1)=[O:6].C(=O)([O-])[O-].[Cs+].[Cs+].[CH:34]1([NH2:38])[CH2:37][CH2:36][CH2:35]1, predict the reaction product. (2) Given the reactants Cl[C:2]1[C:3]2[CH:11]=[CH:10][N:9]=[CH:8][C:4]=2[N:5]=[CH:6][N:7]=1.[CH3:12][C:13]1[C:21]([CH3:22])=[C:20]2[C:16]([CH2:17][CH2:18][NH:19]2)=[CH:15][CH:14]=1.N1C=CC=CC=1, predict the reaction product. The product is: [CH3:12][C:13]1[C:21]([CH3:22])=[C:20]2[C:16]([CH2:17][CH2:18][N:19]2[C:2]2[C:3]3[CH:11]=[CH:10][N:9]=[CH:8][C:4]=3[N:5]=[CH:6][N:7]=2)=[CH:15][CH:14]=1.